This data is from Full USPTO retrosynthesis dataset with 1.9M reactions from patents (1976-2016). The task is: Predict the reactants needed to synthesize the given product. (1) Given the product [Br:8][C:9]1[CH:10]=[C:11]([CH2:15][CH2:16][OH:17])[CH:12]=[N:13][CH:14]=1, predict the reactants needed to synthesize it. The reactants are: B#B.C1COCC1.[Br:8][C:9]1[CH:10]=[C:11]([CH2:15][C:16](O)=[O:17])[CH:12]=[N:13][CH:14]=1.O. (2) The reactants are: [F:1][C:2]1[CH:10]=[CH:9][C:5]([C:6]([NH2:8])=[NH:7])=[CH:4][C:3]=1[O:11][CH3:12].Br[CH2:14][C:15]([C:17]1[CH:22]=[CH:21][C:20]([Br:23])=[CH:19][CH:18]=1)=O. Given the product [Br:23][C:20]1[CH:21]=[CH:22][C:17]([C:15]2[N:7]=[C:6]([C:5]3[CH:9]=[CH:10][C:2]([F:1])=[C:3]([O:11][CH3:12])[CH:4]=3)[NH:8][CH:14]=2)=[CH:18][CH:19]=1, predict the reactants needed to synthesize it. (3) Given the product [Cl:20][C:6]1[CH:5]=[N:4][CH:3]=[C:2]([Cl:1])[C:7]=1[S:8][C:9]1[S:13][C:12]([C:14]([NH:29][C:27]2[NH:26][N:25]=[C:24]([CH:21]([CH3:23])[CH3:22])[CH:28]=2)=[O:16])=[CH:11][C:10]=1[N+:17]([O-:19])=[O:18], predict the reactants needed to synthesize it. The reactants are: [Cl:1][C:2]1[CH:3]=[N:4][CH:5]=[C:6]([Cl:20])[C:7]=1[S:8][C:9]1[S:13][C:12]([C:14]([OH:16])=O)=[CH:11][C:10]=1[N+:17]([O-:19])=[O:18].[CH:21]([C:24]1[CH:28]=[C:27]([NH2:29])[NH:26][N:25]=1)([CH3:23])[CH3:22]. (4) Given the product [C:28]([NH:17][C:14]1[CH:15]=[CH:16][C:11]([N:7]2[C:8]3[C:4](=[CH:3][C:2]([NH:1][C:28](=[O:30])[C:27]4[CH:26]=[CH:25][C:24]([N:21]5[CH2:20][CH2:19][O:18][CH2:23][CH2:22]5)=[CH:32][CH:31]=4)=[CH:10][CH:9]=3)[CH:5]=[N:6]2)=[CH:12][CH:13]=1)(=[O:30])[CH:27]=[CH2:26], predict the reactants needed to synthesize it. The reactants are: [NH2:1][C:2]1[CH:3]=[C:4]2[C:8](=[CH:9][CH:10]=1)[N:7]([C:11]1[CH:16]=[CH:15][C:14]([NH2:17])=[CH:13][CH:12]=1)[N:6]=[CH:5]2.[O:18]1[CH2:23][CH2:22][N:21]([C:24]2[CH:32]=[CH:31][C:27]([C:28]([O-:30])=O)=[CH:26][CH:25]=2)[CH2:20][CH2:19]1.